Dataset: Catalyst prediction with 721,799 reactions and 888 catalyst types from USPTO. Task: Predict which catalyst facilitates the given reaction. (1) Reactant: [F:1][C:2]1[CH:9]=[C:8]([Br:10])[CH:7]=[CH:6][C:3]=1[CH:4]=[O:5].[CH2:11](O)[CH2:12][OH:13].C1(C)C=CC(S(O)(=O)=O)=CC=1. Product: [F:1][C:2]1[CH:9]=[C:8]([Br:10])[CH:7]=[CH:6][C:3]=1[CH:4]1[O:13][CH2:12][CH2:11][O:5]1. The catalyst class is: 11. (2) Reactant: [CH3:1][C:2]1[C:3]([C:16]23[CH2:21][CH:20]2[CH:19]([OH:22])[CH2:18][CH2:17]3)=[CH:4][C:5]2[C:6]([CH3:15])([CH3:14])[CH2:7][CH2:8][C:9]([CH3:13])([CH3:12])[C:10]=2[CH:11]=1.[Cr](Cl)([O-])(=O)=O.[NH+]1C=CC=CC=1. Product: [CH3:1][C:2]1[C:3]([C:16]23[CH2:21][CH:20]2[C:19](=[O:22])[CH2:18][CH2:17]3)=[CH:4][C:5]2[C:6]([CH3:15])([CH3:14])[CH2:7][CH2:8][C:9]([CH3:12])([CH3:13])[C:10]=2[CH:11]=1. The catalyst class is: 4. (3) Reactant: Cl[C:2]1[CH:7]=[CH:6][C:5]([N+:8]([O-:10])=[O:9])=[CH:4][N:3]=1.[CH3:11][N:12]1[CH2:17][CH2:16][NH:15][CH2:14][CH2:13]1. Product: [CH3:11][N:12]1[CH2:17][CH2:16][N:15]([C:2]2[CH:7]=[CH:6][C:5]([N+:8]([O-:10])=[O:9])=[CH:4][N:3]=2)[CH2:14][CH2:13]1. The catalyst class is: 7. (4) Reactant: CC1(C)CCCC(C)(C)N1.C([Li])CCC.[C:16](#[N:23])[C:17]1[CH:22]=[CH:21][CH:20]=[N:19][CH:18]=1.[I:24]I. Product: [I:24][C:22]1[C:17]([C:16]#[N:23])=[CH:18][N:19]=[CH:20][CH:21]=1. The catalyst class is: 7. (5) Reactant: [NH2:1][C:2]1[N:7]=[CH:6][N:5]=[C:4]2[N:8]([C@H:33]3[CH2:38][CH2:37][C@@H:36]([N:39]4[CH2:44][CH2:43][N:42]([CH3:45])[CH2:41][CH2:40]4)[CH2:35][CH2:34]3)[N:9]=[C:10]([C:11]3[CH:32]=[CH:31][C:14]([O:15][C:16]4[CH:23]=[CH:22][CH:21]=[C:20]([S:24][C:25]5[CH:30]=[CH:29][CH:28]=[CH:27][N:26]=5)[C:17]=4[C:18]#[N:19])=[CH:13][CH:12]=3)[C:3]=12.[C:46]([OH:53])(=[O:52])/[CH:47]=[CH:48]\[C:49]([OH:51])=[O:50]. Product: [C:46]([OH:53])(=[O:52])/[CH:47]=[CH:48]\[C:49]([OH:51])=[O:50].[C:46]([OH:53])(=[O:52])/[CH:47]=[CH:48]\[C:49]([OH:51])=[O:50].[NH2:1][C:2]1[N:7]=[CH:6][N:5]=[C:4]2[N:8]([C@H:33]3[CH2:38][CH2:37][C@@H:36]([N:39]4[CH2:44][CH2:43][N:42]([CH3:45])[CH2:41][CH2:40]4)[CH2:35][CH2:34]3)[N:9]=[C:10]([C:11]3[CH:12]=[CH:13][C:14]([O:15][C:16]4[CH:23]=[CH:22][CH:21]=[C:20]([S:24][C:25]5[CH:30]=[CH:29][CH:28]=[CH:27][N:26]=5)[C:17]=4[C:18]#[N:19])=[CH:31][CH:32]=3)[C:3]=12. The catalyst class is: 8.